Dataset: Catalyst prediction with 721,799 reactions and 888 catalyst types from USPTO. Task: Predict which catalyst facilitates the given reaction. (1) Reactant: C([O:8][C:9](=[O:23])[CH2:10][N:11]1[C:15]2[CH:16]=[CH:17][CH:18]=[CH:19][C:14]=2[N:13]([CH2:20][CH3:21])[C:12]1=[O:22])C1C=CC=CC=1. Product: [CH2:20]([N:13]1[C:14]2[CH:19]=[CH:18][CH:17]=[CH:16][C:15]=2[N:11]([CH2:10][C:9]([OH:23])=[O:8])[C:12]1=[O:22])[CH3:21]. The catalyst class is: 78. (2) Reactant: [F:1][C:2]1[CH:11]=[C:10]([C:12]([C:14]2[CH:23]=[C:22]3[C:17]([C:18]([CH3:27])([CH3:26])[CH:19]=[CH:20][C:21]3([CH3:25])[CH3:24])=[CH:16][C:15]=2[CH3:28])=[CH2:13])[CH:9]=[CH:8][C:3]=1[C:4]([O:6]C)=[O:5].[OH-].[K+]. Product: [F:1][C:2]1[CH:11]=[C:10]([C:12]([C:14]2[CH:23]=[C:22]3[C:17]([C:18]([CH3:27])([CH3:26])[CH:19]=[CH:20][C:21]3([CH3:24])[CH3:25])=[CH:16][C:15]=2[CH3:28])=[CH2:13])[CH:9]=[CH:8][C:3]=1[C:4]([OH:6])=[O:5]. The catalyst class is: 24.